Dataset: Peptide-MHC class II binding affinity with 134,281 pairs from IEDB. Task: Regression. Given a peptide amino acid sequence and an MHC pseudo amino acid sequence, predict their binding affinity value. This is MHC class II binding data. The peptide sequence is AVHVWLRLPAGRVEI. The MHC is DRB5_0101 with pseudo-sequence DRB5_0101. The binding affinity (normalized) is 0.804.